Dataset: Full USPTO retrosynthesis dataset with 1.9M reactions from patents (1976-2016). Task: Predict the reactants needed to synthesize the given product. (1) Given the product [NH2:9][C:3]1[N:4]=[CH:5][N:6]=[C:7]([NH:10][CH2:11][CH:12]2[CH2:13][CH2:14][N:15]([C:18](=[O:20])/[CH:48]=[CH:47]/[CH2:46][N:45]([CH2:44][CH2:43][O:42][CH3:41])[CH3:52])[CH2:16][CH2:17]2)[C:2]=1[C:29]1[CH:30]=[CH:31][C:26]([O:25][C:32]2[CH:37]=[CH:36][CH:35]=[CH:34][CH:33]=2)=[CH:27][CH:28]=1, predict the reactants needed to synthesize it. The reactants are: Cl[C:2]1[C:3]([NH2:9])=[N:4][CH:5]=[N:6][C:7]=1Cl.[NH2:10][CH2:11][CH:12]1[CH2:17][CH2:16][N:15]([C:18]([O:20]C(C)(C)C)=O)[CH2:14][CH2:13]1.[O:25]([C:32]1[CH:37]=[CH:36][C:35](B(O)O)=[CH:34][CH:33]=1)[C:26]1[CH:31]=[CH:30][CH:29]=[CH:28][CH:27]=1.[CH3:41][O:42][CH2:43][CH2:44][N:45]([CH3:52])[CH2:46]/[CH:47]=[CH:48]/C(O)=O. (2) Given the product [F:26][C:24]([F:25])([F:27])[CH2:23][N:19]1[C:18]([C:12]2[CH:13]=[C:14]3[N:10]([N:11]=2)[C:9]2[CH:28]=[C:5]([CH2:3][OH:2])[CH:6]=[CH:7][C:8]=2[O:17][CH2:16][CH2:15]3)=[N:22][CH:21]=[N:20]1, predict the reactants needed to synthesize it. The reactants are: C[O:2][C:3]([C:5]1[CH:6]=[CH:7][C:8]2[O:17][CH2:16][CH2:15][C:14]3[N:10]([N:11]=[C:12]([C:18]4[N:19]([CH2:23][C:24]([F:27])([F:26])[F:25])[N:20]=[CH:21][N:22]=4)[CH:13]=3)[C:9]=2[CH:28]=1)=O.CC(C[AlH]CC(C)C)C.C(C(C(C([O-])=O)O)O)([O-])=O.[K+].[Na+]. (3) Given the product [F:35][C:29]1[C:30]([F:34])=[CH:31][CH:32]=[CH:33][C:28]=1[C:11]1[C:10]([N:36]([CH3:37])[CH3:38])=[CH:9][C:8]2[N:7]=[C:17]([C:19]3[CH:20]=[C:21]([CH:22]=[CH:23][CH:24]=3)[C:25]#[N:26])[CH2:16][C:15](=[O:27])[NH:14][C:13]=2[CH:12]=1, predict the reactants needed to synthesize it. The reactants are: C(OC(=O)[NH:7][C:8]1[C:13]([NH:14][C:15](=[O:27])[CH2:16][C:17]([C:19]2[CH:24]=[CH:23][CH:22]=[C:21]([C:25]#[N:26])[CH:20]=2)=O)=[CH:12][C:11]([C:28]2[CH:33]=[CH:32][CH:31]=[C:30]([F:34])[C:29]=2[F:35])=[C:10]([N:36]([CH3:38])[CH3:37])[CH:9]=1)(C)(C)C.C(O)(C(F)(F)F)=O.